This data is from Forward reaction prediction with 1.9M reactions from USPTO patents (1976-2016). The task is: Predict the product of the given reaction. The product is: [OH:18][CH2:17][C@H:15]([NH:1][C:2]1[N:7]=[C:6]([SH:8])[N:5]=[C:4]([OH:9])[CH:3]=1)[CH3:16]. Given the reactants [NH2:1][C:2]1[N:7]=[C:6]([SH:8])[N:5]=[C:4]([OH:9])[CH:3]=1.CC(O)=O.N[C@@H:15]([CH2:17][OH:18])[CH3:16], predict the reaction product.